This data is from Peptide-MHC class I binding affinity with 185,985 pairs from IEDB/IMGT. The task is: Regression. Given a peptide amino acid sequence and an MHC pseudo amino acid sequence, predict their binding affinity value. This is MHC class I binding data. (1) The peptide sequence is VSLKKTNDK. The MHC is HLA-A31:01 with pseudo-sequence HLA-A31:01. The binding affinity (normalized) is 0.161. (2) The peptide sequence is KRQEILDLWVY. The MHC is HLA-A02:01 with pseudo-sequence HLA-A02:01. The binding affinity (normalized) is 0.0765. (3) The peptide sequence is IMANRAQVL. The MHC is HLA-A01:01 with pseudo-sequence HLA-A01:01. The binding affinity (normalized) is 0.0847. (4) The peptide sequence is RLRPGGKKKY. The MHC is HLA-B40:01 with pseudo-sequence HLA-B40:01. The binding affinity (normalized) is 0. (5) The peptide sequence is LLFRMILNY. The MHC is HLA-A68:02 with pseudo-sequence HLA-A68:02. The binding affinity (normalized) is 0.0847. (6) The peptide sequence is HPALVFDITK. The MHC is HLA-B35:01 with pseudo-sequence HLA-B35:01. The binding affinity (normalized) is 0.439.